From a dataset of Full USPTO retrosynthesis dataset with 1.9M reactions from patents (1976-2016). Predict the reactants needed to synthesize the given product. (1) Given the product [Cl:24][C:25]1[CH:30]=[C:29]([CH:28]=[C:27]([Cl:34])[N:26]=1)[C:31]([NH:1][C:2]1[CH:23]=[CH:22][CH:21]=[C:4]([O:5][C:6]2[CH:7]=[CH:8][C:9]3[N:10]([CH:12]=[C:13]([NH:15][C:16]([CH:18]4[CH2:20][CH2:19]4)=[O:17])[N:14]=3)[N:11]=2)[CH:3]=1)=[O:32], predict the reactants needed to synthesize it. The reactants are: [NH2:1][C:2]1[CH:3]=[C:4]([CH:21]=[CH:22][CH:23]=1)[O:5][C:6]1[CH:7]=[CH:8][C:9]2[N:10]([CH:12]=[C:13]([NH:15][C:16]([CH:18]3[CH2:20][CH2:19]3)=[O:17])[N:14]=2)[N:11]=1.[Cl:24][C:25]1[CH:30]=[C:29]([C:31](O)=[O:32])[CH:28]=[C:27]([Cl:34])[N:26]=1.Cl.CN(C)CCCN=C=NCC.ON1C2C=CC=CC=2N=N1. (2) The reactants are: [C:1]([O:5][C:6](=[O:17])[NH:7][C:8]1([C:11](=[O:16])N(OC)C)[CH2:10][CH2:9]1)([CH3:4])([CH3:3])[CH3:2].[Li+].C[Si]([C:23]#[C-:24])(C)C. Given the product [C:1]([O:5][C:6](=[O:17])[NH:7][C:8]1([C:11](=[O:16])[C:23]#[CH:24])[CH2:9][CH2:10]1)([CH3:2])([CH3:3])[CH3:4], predict the reactants needed to synthesize it. (3) Given the product [OH:17][CH2:16][CH2:15][C:11]1[CH:12]=[C:13]2[C:8](=[CH:9][CH:10]=1)[NH:7][C:6](=[O:5])[CH2:14]2, predict the reactants needed to synthesize it. The reactants are: [Li+].[Br-].[BH4-].[Na+].[O:5]=[C:6]1[CH2:14][C:13]2[C:8](=[CH:9][CH:10]=[C:11]([CH2:15][C:16](OCC)=[O:17])[CH:12]=2)[NH:7]1.B(OC)(OC)OC.[Na+].[Cl-]. (4) Given the product [CH3:13][C:9]([C:7]1[NH:8][C:3](=[O:2])[CH:4]=[CH:5][CH:6]=1)([CH3:12])[C:10]#[N:11], predict the reactants needed to synthesize it. The reactants are: C[O:2][C:3]1[N:8]=[C:7]([C:9]([CH3:13])([CH3:12])[C:10]#[N:11])[CH:6]=[CH:5][CH:4]=1.Cl. (5) Given the product [NH2:7][C:8]1[CH:13]=[CH:12][CH:11]=[CH:10][C:9]=1[NH:14][C:15]([C:17]1[S:21][C:20]2[CH:22]=[CH:23][C:24]([O:26][CH2:27][CH2:28][N:29]3[CH2:30][CH2:31][O:32][CH2:33][CH2:34]3)=[CH:25][C:19]=2[CH:18]=1)=[O:16], predict the reactants needed to synthesize it. The reactants are: C(OC(=O)[NH:7][C:8]1[CH:13]=[CH:12][CH:11]=[CH:10][C:9]=1[NH:14][C:15]([C:17]1[S:21][C:20]2[CH:22]=[CH:23][C:24]([O:26][CH2:27][CH2:28][N:29]3[CH2:34][CH2:33][O:32][CH2:31][CH2:30]3)=[CH:25][C:19]=2[CH:18]=1)=[O:16])(C)(C)C.NC1C=CC=CC=1NC(C1SC2C=CC(OCCN(C)C)=CC=2C=1)=O.